This data is from Reaction yield outcomes from USPTO patents with 853,638 reactions. The task is: Predict the reaction yield, written as a fraction of the theoretical maximum amount of product (1.0 means a 100% yield; for example, 0.34 means a 34% yield). (1) The yield is 0.130. The reactants are [CH3:1][C:2]1[O:6][N:5]=[C:4]([C:7]2[CH:12]=[CH:11][CH:10]=[CH:9][CH:8]=2)[C:3]=1[C:13]([NH:15][NH2:16])=[O:14].[CH3:17][S:18]([C:21]1[CH:22]=[C:23]([CH:27]=[CH:28][CH:29]=1)[C:24](O)=O)(=[O:20])=[O:19]. The product is [CH3:17][S:18]([C:21]1[CH:22]=[C:23]([C:24]2[O:14][C:13]([C:3]3[C:4]([C:7]4[CH:12]=[CH:11][CH:10]=[CH:9][CH:8]=4)=[N:5][O:6][C:2]=3[CH3:1])=[N:15][N:16]=2)[CH:27]=[CH:28][CH:29]=1)(=[O:19])=[O:20]. No catalyst specified. (2) The reactants are Br[C:2]1[C:10]2[O:9][CH2:8][CH:7]([C:11]3[CH:16]=[CH:15][C:14]([CH:17]([CH3:19])[CH3:18])=[CH:13][CH:12]=3)[C:6]=2[C:5]([CH3:20])=[C:4]([NH:21][C:22](=[O:28])[CH2:23][C:24]([CH3:27])([CH3:26])[CH3:25])[C:3]=1[CH3:29].[Cu](C#N)[C:31]#[N:32].N. The catalyst is CS(C)=O. The product is [C:31]([C:2]1[C:10]2[O:9][CH2:8][CH:7]([C:11]3[CH:12]=[CH:13][C:14]([CH:17]([CH3:19])[CH3:18])=[CH:15][CH:16]=3)[C:6]=2[C:5]([CH3:20])=[C:4]([NH:21][C:22](=[O:28])[CH2:23][C:24]([CH3:26])([CH3:25])[CH3:27])[C:3]=1[CH3:29])#[N:32]. The yield is 0.820. (3) The reactants are [N+:1]([C:4]1[CH:5]=[C:6]([CH:14]=[CH:15][CH:16]=1)[CH2:7][N:8]1[CH2:13][CH2:12][CH2:11][CH2:10][CH2:9]1)([O-])=O.C(O)C.O.NN. The catalyst is C1COCC1.[Ni]. The product is [N:8]1([CH2:7][C:6]2[CH:5]=[C:4]([NH2:1])[CH:16]=[CH:15][CH:14]=2)[CH2:13][CH2:12][CH2:11][CH2:10][CH2:9]1. The yield is 0.950. (4) The reactants are Br[C:2]1[N:7]=[CH:6][CH:5]=[CH:4][N:3]=1.CC1(C)C(C)(C)OB([C:16]2[CH:17]=[CH:18][C:19]([NH2:22])=[N:20][CH:21]=2)O1.C(=O)([O-])[O-].[Na+].[Na+]. The catalyst is COCCOC.C1C=CC(P(C2C=CC=CC=2)[C-]2C=CC=C2)=CC=1.C1C=CC(P(C2C=CC=CC=2)[C-]2C=CC=C2)=CC=1.Cl[Pd]Cl.[Fe+2]. The yield is 0.250. The product is [N:3]1[CH:4]=[CH:5][CH:6]=[N:7][C:2]=1[C:16]1[CH:17]=[CH:18][C:19]([NH2:22])=[N:20][CH:21]=1.